This data is from NCI-60 drug combinations with 297,098 pairs across 59 cell lines. The task is: Regression. Given two drug SMILES strings and cell line genomic features, predict the synergy score measuring deviation from expected non-interaction effect. (1) Synergy scores: CSS=35.9, Synergy_ZIP=-3.63, Synergy_Bliss=2.46, Synergy_Loewe=-0.354, Synergy_HSA=1.43. Drug 1: C1=CC(=CC=C1CCC2=CNC3=C2C(=O)NC(=N3)N)C(=O)NC(CCC(=O)O)C(=O)O. Drug 2: CC1=C2C(C(=O)C3(C(CC4C(C3C(C(C2(C)C)(CC1OC(=O)C(C(C5=CC=CC=C5)NC(=O)C6=CC=CC=C6)O)O)OC(=O)C7=CC=CC=C7)(CO4)OC(=O)C)O)C)OC(=O)C. Cell line: SF-268. (2) Drug 1: C1=NC2=C(N1)C(=S)N=C(N2)N. Drug 2: CC(C)(C#N)C1=CC(=CC(=C1)CN2C=NC=N2)C(C)(C)C#N. Cell line: SK-MEL-5. Synergy scores: CSS=27.7, Synergy_ZIP=2.30, Synergy_Bliss=3.45, Synergy_Loewe=-3.69, Synergy_HSA=-0.825. (3) Drug 1: C1CCC(C1)C(CC#N)N2C=C(C=N2)C3=C4C=CNC4=NC=N3. Drug 2: C1=CC(=CC=C1CCC2=CNC3=C2C(=O)NC(=N3)N)C(=O)NC(CCC(=O)O)C(=O)O. Cell line: A549. Synergy scores: CSS=46.3, Synergy_ZIP=-3.91, Synergy_Bliss=-0.221, Synergy_Loewe=-18.5, Synergy_HSA=2.34.